This data is from Forward reaction prediction with 1.9M reactions from USPTO patents (1976-2016). The task is: Predict the product of the given reaction. (1) Given the reactants [NH2:1][C:2]1[CH:32]=[CH:31][CH:30]=[CH:29][C:3]=1[C:4]([N:6]1[CH2:11][CH2:10][CH:9]([N:12]([CH:26]2[CH2:28][CH2:27]2)[S:13]([C:16]2[CH:21]=[CH:20][CH:19]=[C:18]([C:22]([F:25])([F:24])[F:23])[CH:17]=2)(=[O:15])=[O:14])[CH2:8][CH2:7]1)=[O:5].N1C=CC=CC=1.Cl[CH2:40][CH2:41][O:42][C:43](Cl)=[O:44], predict the reaction product. The product is: [CH:26]1([N:12]([CH:9]2[CH2:10][CH2:11][N:6]([C:4](=[O:5])[C:3]3[CH:29]=[CH:30][CH:31]=[CH:32][C:2]=3[N:1]3[CH2:40][CH2:41][O:42][C:43]3=[O:44])[CH2:7][CH2:8]2)[S:13]([C:16]2[CH:21]=[CH:20][CH:19]=[C:18]([C:22]([F:25])([F:24])[F:23])[CH:17]=2)(=[O:15])=[O:14])[CH2:28][CH2:27]1. (2) The product is: [F:21][C:19]1[CH:18]=[C:4]([CH:3]=[C:2]([F:1])[CH:20]=1)[CH2:5][NH:6][C:7]([C:8]1[CH2:22][N:23]([CH2:24][CH2:25][N:26]2[CH2:31][CH2:30][O:29][CH2:28][CH2:27]2)[C:13](=[O:14])[C:9]=1[OH:10])=[O:17]. Given the reactants [F:1][C:2]1[CH:3]=[C:4]([CH:18]=[C:19]([F:21])[CH:20]=1)[CH2:5][NH:6][C:7](=[O:17])[CH:8]=[C:9]1[C:13](=[O:14])OC(C)(C)[O:10]1.[CH2:22]=[N:23][CH2:24][CH2:25][N:26]1[CH2:31][CH2:30][O:29][CH2:28][CH2:27]1.CO, predict the reaction product. (3) Given the reactants [Cl:1][C:2]1[C:8]([N:9]2[CH2:13][CH2:12][CH:11]([CH2:14][N:15]([CH3:17])[CH3:16])[CH2:10]2)=[CH:7][C:5]([NH2:6])=[C:4]([N+:18]([O-])=O)[CH:3]=1, predict the reaction product. The product is: [Cl:1][C:2]1[CH:3]=[C:4]([NH2:18])[C:5]([NH2:6])=[CH:7][C:8]=1[N:9]1[CH2:13][CH2:12][CH:11]([CH2:14][N:15]([CH3:16])[CH3:17])[CH2:10]1. (4) Given the reactants Br[C:2]1[CH:15]=[CH:14][C:5]2[N:6]=[C:7]([C@@H:9]3[CH2:12][C@H:11]([OH:13])[CH2:10]3)[S:8][C:4]=2[CH:3]=1.[N:16]1[NH:17][C:18](=[O:22])[CH:19]=[CH:20][CH:21]=1.C(=O)([O-])[O-].[K+].[K+].CNCCNC, predict the reaction product. The product is: [OH:13][CH:11]1[CH2:12][CH:9]([C:7]2[S:8][C:4]3[CH:3]=[C:2]([N:17]4[C:18](=[O:22])[CH:19]=[CH:20][CH:21]=[N:16]4)[CH:15]=[CH:14][C:5]=3[N:6]=2)[CH2:10]1. (5) Given the reactants [NH:1]1[C:9]2[C:4](=[CH:5][CH:6]=[CH:7][CH:8]=2)[C:3]([C:10]([OH:12])=O)=[CH:2]1.S(Cl)([Cl:15])=O, predict the reaction product. The product is: [NH:1]1[C:9]2[C:4](=[CH:5][CH:6]=[CH:7][CH:8]=2)[C:3]([C:10]([Cl:15])=[O:12])=[CH:2]1.